From a dataset of Catalyst prediction with 721,799 reactions and 888 catalyst types from USPTO. Predict which catalyst facilitates the given reaction. Reactant: [Br:1][C:2]1[CH:3]=[N:4][C:5](I)=[N:6][CH:7]=1.[Si]([C:13]([F:16])([F:15])[F:14])(C)(C)C.[F-].[K+]. Product: [Br:1][C:2]1[CH:3]=[N:4][C:5]([C:13]([F:16])([F:15])[F:14])=[N:6][CH:7]=1. The catalyst class is: 122.